From a dataset of Reaction yield outcomes from USPTO patents with 853,638 reactions. Predict the reaction yield, written as a fraction of the theoretical maximum amount of product (1.0 means a 100% yield; for example, 0.34 means a 34% yield). (1) The reactants are [CH3:1][O:2][C:3](=[O:25])[C@@H:4]([NH:12][C:13](=[O:24])[C@@H:14]([OH:23])[C@@H:15]([N:20]=[N+]=[N-])[CH2:16][CH2:17][CH2:18][CH3:19])[CH2:5][C:6]1[CH:11]=[CH:10][CH:9]=[CH:8][CH:7]=1. The catalyst is [C].[Pd].CO. The product is [CH3:1][O:2][C:3](=[O:25])[C@@H:4]([NH:12][C:13](=[O:24])[C@@H:14]([OH:23])[C@@H:15]([NH2:20])[CH2:16][CH2:17][CH2:18][CH3:19])[CH2:5][C:6]1[CH:11]=[CH:10][CH:9]=[CH:8][CH:7]=1. The yield is 0.940. (2) No catalyst specified. The yield is 0.840. The product is [CH3:44][CH2:45][CH:1]([C:16]1[CH:21]=[CH:20][C:19]([O:26][C:23]2[CH:32]=[CH:39][CH:38]=[C:35]([C:36]#[N:37])[C:34]=2[C:40]#[N:41])=[CH:18][CH:17]=1)[CH2:2][CH2:3][CH2:4][CH2:5][CH2:6][CH2:7][CH2:8][CH2:9][CH2:10][CH2:11][CH2:12][CH3:13]. The reactants are [CH2:1]([C:16]1[CH:17]=[C:18](O)[CH:19]=[CH:20][CH:21]=1)[CH2:2][CH2:3][CH2:4][CH2:5][CH2:6][CH2:7][CH2:8][CH2:9][CH2:10][CH2:11][CH2:12][CH2:13]CC.[C:23](=[O:26])([O-])[O-].[K+].[K+].[N+]([C:32]1C=[C:34]([C:40]#[N:41])[C:35](=[CH:38][CH:39]=1)[C:36]#[N:37])([O-])=O.CN1CC[CH2:45][C:44]1=O. (3) The reactants are C([NH:6][C:7]1[CH:12]=[CH:11][C:10]([N+:13]([O-:15])=[O:14])=[CH:9][C:8]=1[C:16]#[C:17][C:18]([CH3:24])([CH3:23])[C:19]([O:21][CH3:22])=[O:20])(=O)CCC. The catalyst is C(#N)C. The product is [CH3:23][C:18]([C:17]1[NH:6][C:7]2[C:8]([CH:16]=1)=[CH:9][C:10]([N+:13]([O-:15])=[O:14])=[CH:11][CH:12]=2)([CH3:24])[C:19]([O:21][CH3:22])=[O:20]. The yield is 0.230. (4) The reactants are [NH2:1][C:2]1[N:7]([CH2:8][CH:9]2[CH2:13][CH2:12][CH2:11][O:10]2)[C:6](=[S:14])[NH:5][C:4](=[O:15])[CH:3]=1.[N:16]([O-])=[O:17].[Na+]. The catalyst is C(O)(=O)C. The product is [NH2:1][C:2]1[N:7]([CH2:8][CH:9]2[CH2:13][CH2:12][CH2:11][O:10]2)[C:6](=[S:14])[NH:5][C:4](=[O:15])[C:3]=1[N:16]=[O:17]. The yield is 0.900. (5) The catalyst is C(O)(C(F)(F)F)=O. The product is [CH2:21]([C:17]1[CH:16]=[C:15]2[C:20](=[CH:19][CH:18]=1)[N:12]([S:9]([C:3]1[CH:8]=[CH:7][CH:6]=[CH:5][CH:4]=1)(=[O:11])=[O:10])[CH2:13][CH2:14]2)[CH3:22]. The reactants are [BH4-].[Na+].[C:3]1([S:9]([N:12]2[C:20]3[C:15](=[CH:16][C:17]([C:21](=O)[CH3:22])=[CH:18][CH:19]=3)[CH2:14][CH2:13]2)(=[O:11])=[O:10])[CH:8]=[CH:7][CH:6]=[CH:5][CH:4]=1.O.[OH-].[Na+]. The yield is 0.470. (6) The reactants are B(Br)(Br)Br.[CH:5]1([C:11]2[C:12]3[CH:13]=[CH:14][C:15]([C:37]([O:39]C)=[O:38])=[CH:16][C:17]=3[N:18]3[CH2:25][CH2:24][N:23]([CH2:26][C:27]4[CH:28]=[N:29][N:30]([CH3:32])[CH:31]=4)[CH2:22][C:21]4[CH:33]=[CH:34][CH:35]=[CH:36][C:20]=4[C:19]=23)[CH2:10][CH2:9][CH2:8][CH2:7][CH2:6]1. The catalyst is C(Cl)Cl. The product is [CH:5]1([C:11]2[C:12]3[CH:13]=[CH:14][C:15]([C:37]([OH:39])=[O:38])=[CH:16][C:17]=3[N:18]3[CH2:25][CH2:24][N:23]([CH2:26][C:27]4[CH:28]=[N:29][N:30]([CH3:32])[CH:31]=4)[CH2:22][C:21]4[CH:33]=[CH:34][CH:35]=[CH:36][C:20]=4[C:19]=23)[CH2:10][CH2:9][CH2:8][CH2:7][CH2:6]1. The yield is 0.0700.